Dataset: Catalyst prediction with 721,799 reactions and 888 catalyst types from USPTO. Task: Predict which catalyst facilitates the given reaction. (1) Reactant: [OH:1][C:2]1[CH:3]=[C:4]([CH:14]=[C:15]([O:17][CH:18]([CH3:20])[CH3:19])[CH:16]=1)[C:5]([NH:7][C:8]1[CH:12]=[CH:11][N:10]([CH3:13])[N:9]=1)=[O:6].C(=O)([O-])[O-].[K+].[K+].Cl[C:28]1[N:29]=[CH:30][C:31]([C:34]#[N:35])=[N:32][CH:33]=1.C(OCC)C. Product: [C:34]([C:31]1[N:32]=[CH:33][C:28]([O:1][C:2]2[CH:3]=[C:4]([CH:14]=[C:15]([O:17][CH:18]([CH3:20])[CH3:19])[CH:16]=2)[C:5]([NH:7][C:8]2[CH:12]=[CH:11][N:10]([CH3:13])[N:9]=2)=[O:6])=[N:29][CH:30]=1)#[N:35]. The catalyst class is: 264. (2) Reactant: [N:1]1[CH:6]=[CH:5][N:4]=[CH:3][C:2]=1[C:7]([OH:9])=O.C1CCC(N=C=NC2CCCCC2)CC1.[C:25]([O:28][C@H:29]([C:32]#[C:33][C:34]#[C:35][C@H:36]([NH2:46])[CH2:37][CH2:38][CH2:39][CH2:40][CH2:41][CH2:42][CH2:43][CH2:44][CH3:45])[CH:30]=[CH2:31])(=[O:27])[CH3:26]. The catalyst class is: 64. Product: [C:25]([O:28][C@H:29]([C:32]#[C:33][C:34]#[C:35][C@H:36]([NH:46][C:7]([C:2]1[CH:3]=[N:4][CH:5]=[CH:6][N:1]=1)=[O:9])[CH2:37][CH2:38][CH2:39][CH2:40][CH2:41][CH2:42][CH2:43][CH2:44][CH3:45])[CH:30]=[CH2:31])(=[O:27])[CH3:26]. (3) Reactant: [Cl:1][C:2]1[CH:7]=[CH:6][C:5]([C:8]2[S:12][C:11]([C:13]([O:15]CC)=[O:14])=[CH:10][CH:9]=2)=[CH:4][CH:3]=1.[OH-].[Na+].Cl. Product: [Cl:1][C:2]1[CH:3]=[CH:4][C:5]([C:8]2[S:12][C:11]([C:13]([OH:15])=[O:14])=[CH:10][CH:9]=2)=[CH:6][CH:7]=1. The catalyst class is: 5. (4) Reactant: [CH2:1]([Sn](CCCC)(CCCC)CCCC)[CH:2]=[CH2:3].N#N.Br[C:20]1[CH:39]=[N:38][C:23]2[N:24]([CH2:36][CH3:37])[C:25]3[N:33]=[C:32]([F:34])[CH:31]=[C:30]([CH3:35])[C:26]=3[NH:27][C:28](=[O:29])[C:22]=2[CH:21]=1.O. Product: [CH2:36]([N:24]1[C:23]2[N:38]=[CH:39][C:20]([CH2:3][CH:2]=[CH2:1])=[CH:21][C:22]=2[C:28](=[O:29])[NH:27][C:26]2[C:30]([CH3:35])=[CH:31][C:32]([F:34])=[N:33][C:25]1=2)[CH3:37]. The catalyst class is: 128.